Dataset: Forward reaction prediction with 1.9M reactions from USPTO patents (1976-2016). Task: Predict the product of the given reaction. (1) Given the reactants Br[C:2]1[C:3]([N:22]2[CH2:26][CH2:25][C@@H:24]([OH:27])[CH2:23]2)=[N:4][CH:5]=[C:6]([CH:21]=1)[C:7]([NH:9][C:10]1[CH:15]=[CH:14][C:13]([O:16][C:17]([Cl:20])([F:19])[F:18])=[CH:12][CH:11]=1)=[O:8].[CH3:28][O:29][C:30]1[N:35]=[C:34]([O:36][CH3:37])[C:33](B(O)O)=[CH:32][N:31]=1.[O-]P([O-])([O-])=O.[K+].[K+].[K+], predict the reaction product. The product is: [Cl:20][C:17]([F:19])([F:18])[O:16][C:13]1[CH:14]=[CH:15][C:10]([NH:9][C:7](=[O:8])[C:6]2[CH:21]=[C:2]([C:33]3[C:34]([O:36][CH3:37])=[N:35][C:30]([O:29][CH3:28])=[N:31][CH:32]=3)[C:3]([N:22]3[CH2:26][CH2:25][C@@H:24]([OH:27])[CH2:23]3)=[N:4][CH:5]=2)=[CH:11][CH:12]=1. (2) Given the reactants [C:1]12([CH3:27])[C:7]([CH3:9])([CH3:8])[CH:4]([CH2:5][CH2:6]1)[CH2:3][CH:2]2[O:10][C:11](=[O:26])[C:12]1[CH:17]=[CH:16][C:15]([NH2:18])=[CH:14][C:13]=1[O:19][CH2:20][C:21]([O:24][CH3:25])=[C:22]=[O:23].[Cl:28][C:29]1[CH:36]=[C:35]([Cl:37])[CH:34]=[C:31]([CH:32]=O)[C:30]=1[OH:38], predict the reaction product. The product is: [C:1]12([CH3:27])[C:7]([CH3:9])([CH3:8])[CH:4]([CH2:5][CH2:6]1)[CH2:3][CH:2]2[O:10][C:11](=[O:26])[C:12]1[CH:17]=[CH:16][C:15]([NH:18][CH2:32][C:31]2[CH:34]=[C:35]([Cl:37])[CH:36]=[C:29]([Cl:28])[C:30]=2[OH:38])=[CH:14][C:13]=1[O:19][CH2:20][C:21]([O:24][CH3:25])=[C:22]=[O:23].